From a dataset of Full USPTO retrosynthesis dataset with 1.9M reactions from patents (1976-2016). Predict the reactants needed to synthesize the given product. (1) The reactants are: [C:1]([C:3]1[C:8]([O:9][CH3:10])=[CH:7][C:6]([CH2:11][C:12]([OH:14])=O)=[C:5]([F:15])[CH:4]=1)#[N:2].[ClH:16].[N:17]1(C(=O)CC2C=NC(N3C=NN=N3)=CC=2)[CH2:22][CH2:21][NH:20][CH2:19][CH2:18]1. Given the product [ClH:16].[F:15][C:5]1[C:6]([CH2:11][C:12](=[O:14])[N:17]2[CH2:22][CH2:21][NH:20][CH2:19][CH2:18]2)=[CH:7][C:8]([O:9][CH3:10])=[C:3]([CH:4]=1)[C:1]#[N:2], predict the reactants needed to synthesize it. (2) Given the product [C:1]([O:4][C:5]([CH3:16])([CH2:8][CH2:9][CH2:10][CH:11]([CH3:15])[CH2:12][CH2:13][CH3:14])[CH:6]=[CH2:7])(=[O:3])[CH3:2], predict the reactants needed to synthesize it. The reactants are: [C:1]([O:4][C:5]([CH3:16])([CH2:8][CH2:9][CH2:10][CH:11]([CH3:15])[CH2:12][CH2:13][CH3:14])[C:6]#[CH:7])(=[O:3])[CH3:2].C(SCCO)CSCCO.[H][H]. (3) Given the product [CH3:28][O:27][C:21]1[CH:20]=[C:19]([C:17]2[N:12]=[C:10]([NH:9][C:4]3[CH:5]=[CH:6][CH:7]=[CH:8][C:3]=3[C:2]([F:13])([F:1])[F:14])[S:11][CH:16]=2)[CH:24]=[CH:23][C:22]=1[O:25][CH3:26], predict the reactants needed to synthesize it. The reactants are: [F:1][C:2]([F:14])([F:13])[C:3]1[CH:8]=[CH:7][CH:6]=[CH:5][C:4]=1[NH:9][C:10]([NH2:12])=[S:11].Br[CH2:16][C:17]([C:19]1[CH:24]=[CH:23][C:22]([O:25][CH3:26])=[C:21]([O:27][CH3:28])[CH:20]=1)=O. (4) Given the product [F:1][C:2]1[CH:8]=[CH:7][CH:6]=[C:5]([NH2:9])[C:3]=1[NH2:4], predict the reactants needed to synthesize it. The reactants are: [F:1][C:2]1[CH:8]=[CH:7][CH:6]=[C:5]([N+:9]([O-])=O)[C:3]=1[NH2:4]. (5) Given the product [CH3:46][O:45][C:42]1[CH:41]=[CH:40][C:39]([C:32]([C:47]2[CH:48]=[CH:49][C:50]([O:53][CH3:54])=[CH:51][CH:52]=2)([C:33]2[CH:38]=[CH:37][CH:36]=[CH:35][CH:34]=2)[O:31][CH2:30][CH2:29][O:28][CH2:27][CH2:26][NH:25][C:24]([C@H:19]2[N:18]([C:16]([O:15][CH2:14][CH:12]3[C:11]4[CH:10]=[CH:9][CH:8]=[CH:7][C:6]=4[C:5]4[C:13]3=[CH:1][CH:2]=[CH:3][CH:4]=4)=[O:17])[CH2:22][C@H:21]([O:23][C:56](=[O:62])[CH2:57][CH2:58][C:59]([OH:61])=[O:60])[CH2:20]2)=[O:55])=[CH:44][CH:43]=1, predict the reactants needed to synthesize it. The reactants are: [CH:1]1[C:13]2[CH:12]([CH2:14][O:15][C:16]([N:18]3[CH2:22][C@H:21]([OH:23])[CH2:20][C@H:19]3[C:24](=[O:55])[NH:25][CH2:26][CH2:27][O:28][CH2:29][CH2:30][O:31][C:32]([C:47]3[CH:52]=[CH:51][C:50]([O:53][CH3:54])=[CH:49][CH:48]=3)([C:39]3[CH:44]=[CH:43][C:42]([O:45][CH3:46])=[CH:41][CH:40]=3)[C:33]3[CH:38]=[CH:37][CH:36]=[CH:35][CH:34]=3)=[O:17])[C:11]3[C:6](=[CH:7][CH:8]=[CH:9][CH:10]=3)[C:5]=2[CH:4]=[CH:3][CH:2]=1.[C:56]1(=[O:62])[O:61][C:59](=[O:60])[CH2:58][CH2:57]1.